This data is from Forward reaction prediction with 1.9M reactions from USPTO patents (1976-2016). The task is: Predict the product of the given reaction. The product is: [Br:1][C:2]1[CH:3]=[C:4]2[C:9](=[CH:10][CH:11]=1)[O:8][CH2:7][CH2:6][CH:5]2[OH:12]. Given the reactants [Br:1][C:2]1[CH:3]=[C:4]2[C:9](=[CH:10][CH:11]=1)[O:8][CH2:7][CH2:6][C:5]2=[O:12].[BH4-].[Na+], predict the reaction product.